Predict the product of the given reaction. From a dataset of Forward reaction prediction with 1.9M reactions from USPTO patents (1976-2016). (1) Given the reactants Cl[C:2]1[C:3](=[O:15])[N:4](C2CCCCO2)[N:5]=[CH:6][C:7]=1Cl.[F:16][C:17]1[CH:22]=[CH:21][CH:20]=[CH:19][C:18]=1[OH:23].C[O:25][C:26](=[O:35])[CH:27](Br)[CH2:28][CH:29]1[CH2:33][CH2:32][CH2:31][CH2:30]1, predict the reaction product. The product is: [CH:29]1([CH2:28][CH:27]([N:4]2[C:3](=[O:15])[CH:2]=[C:7]([O:23][C:18]3[CH:19]=[CH:20][CH:21]=[CH:22][C:17]=3[F:16])[CH:6]=[N:5]2)[C:26]([OH:25])=[O:35])[CH2:33][CH2:32][CH2:31][CH2:30]1. (2) Given the reactants C(O[CH:4](OCC)[CH2:5][O:6][C@H:7]([CH2:17][CH:18]=[CH2:19])[CH2:8][O:9][CH2:10][C:11]1[CH:16]=[CH:15][CH:14]=[CH:13][CH:12]=1)C.Cl.[NH2:24][OH:25], predict the reaction product. The product is: [CH2:10]([O:9][CH2:8][C@H:7]([O:6][CH2:5][CH:4]=[N:24][OH:25])[CH2:17][CH:18]=[CH2:19])[C:11]1[CH:16]=[CH:15][CH:14]=[CH:13][CH:12]=1.